Dataset: hERG Central: cardiac toxicity at 1µM, 10µM, and general inhibition. Task: Predict hERG channel inhibition at various concentrations. (1) Results: hERG_inhib (hERG inhibition (general)): blocker. The drug is Cc1ccc2nc(N(CCCN(C)C)C(=O)c3ccc4ncsc4c3)sc2c1. (2) The compound is COc1ccc(CCC(=O)N2CCN(C3CCCCC3)CC2)cc1. Results: hERG_inhib (hERG inhibition (general)): blocker. (3) The molecule is COc1cc(CNC2CCCC2)c(Br)cc1OCc1ccccc1.Cl. Results: hERG_inhib (hERG inhibition (general)): blocker. (4) The compound is CC(C)OCCCN(C)C1CCN(S(=O)(=O)c2ccc(-c3cc(C(F)(F)F)no3)s2)CC1. Results: hERG_inhib (hERG inhibition (general)): blocker. (5) The molecule is Cc1ccc(C(=O)NC2CCN(CCCC(=O)c3ccc(F)cc3)CC2)cc1. Results: hERG_inhib (hERG inhibition (general)): blocker. (6) The compound is CC1=C(C(=O)Nc2cc(C(=O)NCCC(C)C)ccc2C)SCCO1. Results: hERG_inhib (hERG inhibition (general)): blocker. (7) The molecule is O=C(N/C(=C\c1ccc([N+](=O)[O-])cc1)C(=O)N1CCOCC1)c1cccc(Br)c1. Results: hERG_inhib (hERG inhibition (general)): blocker. (8) The molecule is Cc1ccccc1CN1C2=NCCN2c2ccccc21.Cl. Results: hERG_inhib (hERG inhibition (general)): blocker. (9) The drug is Cc1ccc2c(c1)C1CN(C)CCC1N2C(=O)Nc1cccc(Cl)c1. Results: hERG_inhib (hERG inhibition (general)): blocker. (10) The drug is OCCOc1ccc(CN2CCCC(N3CCN(c4ccc(F)cc4)CC3)C2)cc1. Results: hERG_inhib (hERG inhibition (general)): blocker.